Dataset: Full USPTO retrosynthesis dataset with 1.9M reactions from patents (1976-2016). Task: Predict the reactants needed to synthesize the given product. The reactants are: [C:1]([O:5][C:6](=[O:53])[C:7]([O:10]/[N:11]=[C:12](/[C:40]1[N:41]=[C:42]([NH:45][C:46]([O:48][C:49]([CH3:52])([CH3:51])[CH3:50])=[O:47])[S:43][CH:44]=1)\[C:13]([NH:15][C@@H:16]1[C:23](=[O:24])[N:22]2[C@@H:17]1[S:18](=[O:39])[CH2:19][C:20]([CH2:37]Cl)=[C:21]2[C:25]([O:27][CH2:28][C:29]1[CH:34]=[CH:33][C:32]([O:35][CH3:36])=[CH:31][CH:30]=1)=[O:26])=[O:14])([CH3:9])[CH3:8])([CH3:4])([CH3:3])[CH3:2].[I-:54].[Na+]. Given the product [C:1]([O:5][C:6](=[O:53])[C:7]([O:10]/[N:11]=[C:12](/[C:40]1[N:41]=[C:42]([NH:45][C:46]([O:48][C:49]([CH3:52])([CH3:51])[CH3:50])=[O:47])[S:43][CH:44]=1)\[C:13]([NH:15][C@@H:16]1[C:23](=[O:24])[N:22]2[C@@H:17]1[S:18](=[O:39])[CH2:19][C:20]([CH2:37][I:54])=[C:21]2[C:25]([O:27][CH2:28][C:29]1[CH:34]=[CH:33][C:32]([O:35][CH3:36])=[CH:31][CH:30]=1)=[O:26])=[O:14])([CH3:9])[CH3:8])([CH3:4])([CH3:3])[CH3:2], predict the reactants needed to synthesize it.